This data is from Catalyst prediction with 721,799 reactions and 888 catalyst types from USPTO. The task is: Predict which catalyst facilitates the given reaction. (1) Reactant: [NH:1]1[CH2:6][CH2:5][CH2:4][CH2:3][C@H:2]1[C:7]([OH:9])=[O:8].C(N(CC)CC)C.[C:17](Cl)(=[O:21])[CH:18]([CH3:20])[CH3:19]. Product: [C:17]([N:1]1[CH2:6][CH2:5][CH2:4][CH2:3][C@H:2]1[C:7]([OH:9])=[O:8])(=[O:21])[CH:18]([CH3:20])[CH3:19]. The catalyst class is: 38. (2) Reactant: C[O:2][C:3]([C:5]1[C:13]([NH:14][C:15]2[CH:20]=[CH:19][C:18]([Br:21])=[CH:17][C:16]=2[Cl:22])=[C:12]([F:23])[C:8]2[N:9]=[CH:10][NH:11][C:7]=2[CH:6]=1)=O.[H-].[Al+3].[Li+].[H-].[H-].[H-]. Product: [Br:21][C:18]1[CH:19]=[CH:20][C:15]([NH:14][C:13]2[C:5]([CH2:3][OH:2])=[CH:6][C:7]3[NH:11][CH:10]=[N:9][C:8]=3[C:12]=2[F:23])=[C:16]([Cl:22])[CH:17]=1. The catalyst class is: 7. (3) The catalyst class is: 2. Product: [Br:1][C:2]1[C:7]([Cl:8])=[CH:6][CH:5]=[CH:4][C:3]=1[CH:9]=[O:10]. Reactant: [Br:1][C:2]1[C:7]([Cl:8])=[CH:6][CH:5]=[CH:4][C:3]=1[CH2:9][OH:10].C(=O)([O-])O.[Na+].S([O-])([O-])(=O)=S.[Na+].[Na+]. (4) Reactant: [CH3:1][C:2]1[NH:3][CH:4]=[C:5]([C:7]([F:10])([F:9])[F:8])[N:6]=1.C1C(=O)N([I:18])C(=O)C1. Product: [I:18][C:4]1[NH:3][C:2]([CH3:1])=[N:6][C:5]=1[C:7]([F:10])([F:9])[F:8]. The catalyst class is: 144. (5) Reactant: [CH2:1]([O:8][C:9]([N:11]1[CH2:15][C@H:14]([C:16](=[O:39])[NH:17][C:18]2[CH:23]=[C:22]([C:24]3[CH:29]=[CH:28][CH:27]=[C:26]([NH:30][CH2:31][CH:32]4[CH2:37][CH2:36][O:35][CH2:34][CH2:33]4)[N:25]=3)[C:21]([Cl:38])=[CH:20][N:19]=2)[C@H:13]([O:40][Si](C(C)(C)C)(C2C=CC=CC=2)C2C=CC=CC=2)[CH2:12]1)=[O:10])[C:2]1[CH:7]=[CH:6][CH:5]=[CH:4][CH:3]=1.[F-].C([N+](CCCC)(CCCC)CCCC)CCC. Product: [CH2:1]([O:8][C:9]([N:11]1[CH2:12][C@@H:13]([OH:40])[C@@H:14]([C:16](=[O:39])[NH:17][C:18]2[CH:23]=[C:22]([C:24]3[CH:29]=[CH:28][CH:27]=[C:26]([NH:30][CH2:31][CH:32]4[CH2:37][CH2:36][O:35][CH2:34][CH2:33]4)[N:25]=3)[C:21]([Cl:38])=[CH:20][N:19]=2)[CH2:15]1)=[O:10])[C:2]1[CH:3]=[CH:4][CH:5]=[CH:6][CH:7]=1. The catalyst class is: 1.